This data is from Full USPTO retrosynthesis dataset with 1.9M reactions from patents (1976-2016). The task is: Predict the reactants needed to synthesize the given product. (1) Given the product [CH3:11][O:12][C:3](=[O:4])[C:2]([CH3:10])([CH3:1])[CH2:8][CH2:7][C:6]([Cl:15])=[O:5], predict the reactants needed to synthesize it. The reactants are: [CH3:1][C:2]1([CH3:10])[CH2:8][CH2:7][C:6](=O)[O:5][C:3]1=[O:4].[CH3:11][OH:12].S(Cl)([Cl:15])=O.COC(=O)CCC(C(Cl)=O)(C)C. (2) Given the product [CH:13]([NH:16][C:2]1[C:11]([CH3:12])=[CH:10][C:5]([C:6]([O:8][CH3:9])=[O:7])=[CH:4][N:3]=1)([CH3:15])[CH3:14], predict the reactants needed to synthesize it. The reactants are: F[C:2]1[C:11]([CH3:12])=[CH:10][C:5]([C:6]([O:8][CH3:9])=[O:7])=[CH:4][N:3]=1.[CH:13]([NH2:16])([CH3:15])[CH3:14]. (3) Given the product [CH:23]1([N:22]2[C:21]3[CH:29]=[CH:30][C:31]([C:33]([O:35][CH2:36][CH3:37])=[O:34])=[CH:32][C:20]=3[N:19]=[C:18]2[C:15]2[CH:14]=[CH:13][C:12]([O:11][C:7]3[CH:8]=[CH:9][CH:10]=[C:5]([OH:4])[CH:6]=3)=[CH:17][CH:16]=2)[CH2:24][CH2:25][CH2:26][CH2:27][CH2:28]1, predict the reactants needed to synthesize it. The reactants are: C([O:4][C:5]1[CH:6]=[C:7]([O:11][C:12]2[CH:17]=[CH:16][C:15]([C:18]3[N:22]([CH:23]4[CH2:28][CH2:27][CH2:26][CH2:25][CH2:24]4)[C:21]4[CH:29]=[CH:30][C:31]([C:33]([O:35][CH2:36][CH3:37])=[O:34])=[CH:32][C:20]=4[N:19]=3)=[CH:14][CH:13]=2)[CH:8]=[CH:9][CH:10]=1)(=O)C.C(=O)([O-])[O-].[K+].[K+]. (4) Given the product [CH2:13]([O:20][C:21]1[CH:48]=[CH:47][C:46]([N:1]2[CH2:6][CH2:5][CH2:4][CH2:3][CH2:2]2)=[CH:45][C:22]=1[C:23]([NH:25][C:26]1[CH:38]=[C:37]([C:39]2[CH:44]=[CH:43][CH:42]=[CH:41][CH:40]=2)[CH:36]=[CH:35][C:27]=1[C:28]([O:30][C:31]([CH3:34])([CH3:33])[CH3:32])=[O:29])=[O:24])[C:14]1[CH:15]=[CH:16][CH:17]=[CH:18][CH:19]=1, predict the reactants needed to synthesize it. The reactants are: [NH:1]1[CH2:6][CH2:5][CH2:4][CH2:3][CH2:2]1.C(=O)([O-])[O-].[Cs+].[Cs+].[CH2:13]([O:20][C:21]1[CH:48]=[CH:47][C:46](Br)=[CH:45][C:22]=1[C:23]([NH:25][C:26]1[CH:38]=[C:37]([C:39]2[CH:44]=[CH:43][CH:42]=[CH:41][CH:40]=2)[CH:36]=[CH:35][C:27]=1[C:28]([O:30][C:31]([CH3:34])([CH3:33])[CH3:32])=[O:29])=[O:24])[C:14]1[CH:19]=[CH:18][CH:17]=[CH:16][CH:15]=1.C(O)(=O)CC(CC(O)=O)(C(O)=O)O.